The task is: Regression. Given a peptide amino acid sequence and an MHC pseudo amino acid sequence, predict their binding affinity value. This is MHC class I binding data.. This data is from Peptide-MHC class I binding affinity with 185,985 pairs from IEDB/IMGT. The binding affinity (normalized) is 0. The MHC is HLA-B57:01 with pseudo-sequence HLA-B57:01. The peptide sequence is FPVRPQVPLR.